Dataset: Full USPTO retrosynthesis dataset with 1.9M reactions from patents (1976-2016). Task: Predict the reactants needed to synthesize the given product. (1) Given the product [F:1][C:2]1[CH:3]=[C:4]([C:10]2[N:11]=[C:12]([S:45]([CH3:35])(=[O:47])=[O:44])[C:13]3[CH:18]=[CH:17][N:16]([C:19]4[CH:24]=[CH:23][C:22]([CH2:25][C:26]([O:28][C:29]([CH3:32])([CH3:31])[CH3:30])=[O:27])=[CH:21][CH:20]=4)[C:14]=3[N:15]=2)[CH:5]=[CH:6][C:7]=1[O:8][CH3:9], predict the reactants needed to synthesize it. The reactants are: [F:1][C:2]1[CH:3]=[C:4]([C:10]2[N:11]=[C:12](SC)[C:13]3[CH:18]=[CH:17][N:16]([C:19]4[CH:24]=[CH:23][C:22]([CH2:25][C:26]([O:28][C:29]([CH3:32])([CH3:31])[CH3:30])=[O:27])=[CH:21][CH:20]=4)[C:14]=3[N:15]=2)[CH:5]=[CH:6][C:7]=1[O:8][CH3:9].[C:35](O)(=O)C.O.C(O)C.O[O:44][S:45]([O-:47])=O.[K+]. (2) Given the product [Cl:1][C:2]1[CH:3]=[C:4]([N:25]([CH2:35][CH3:36])[C@H:26]2[CH2:27][CH2:28][C@H:29]([N:32]([CH3:34])[CH3:33])[CH2:30][CH2:31]2)[C:5]([CH3:24])=[C:6]([CH:23]=1)[C:7]([NH:9][CH2:10][C:11]1[C:15](=[O:16])[N:14]([CH3:18])[NH:13][C:12]=1[C:19]([F:22])([F:20])[F:21])=[O:8], predict the reactants needed to synthesize it. The reactants are: [Cl:1][C:2]1[CH:3]=[C:4]([N:25]([CH2:35][CH3:36])[C@H:26]2[CH2:31][CH2:30][C@H:29]([N:32]([CH3:34])[CH3:33])[CH2:28][CH2:27]2)[C:5]([CH3:24])=[C:6]([CH:23]=1)[C:7]([NH:9][CH2:10][C:11]1[C:12]([C:19]([F:22])([F:21])[F:20])=[N:13][N:14]([CH3:18])[C:15]=1[O:16]C)=[O:8].B(Br)(Br)Br. (3) Given the product [C:1]([C:4]1[C:8]([CH3:9])=[C:7]([C:21]2[CH:22]=[CH:23][N:18]=[CH:19][CH:20]=2)[NH:6][C:5]=1[CH3:11])(=[O:3])[CH3:2], predict the reactants needed to synthesize it. The reactants are: [C:1]([C:4]1[C:8]([CH3:9])=[C:7](Br)[NH:6][C:5]=1[CH3:11])(=[O:3])[CH3:2].O.C(=O)(O)[O-].[Na+].[N:18]1[CH:23]=[CH:22][C:21](B(O)O)=[CH:20][CH:19]=1. (4) Given the product [F:1][C:2]1[CH:3]=[C:4]([CH:14]=[CH:15][C:16]=1[C:17]([F:18])([F:19])[F:20])[O:5][C:6]1[CH:11]=[CH:10][C:9]([CH2:12][O:13][C:22]2[CH:33]=[C:26]3[N:27]([CH3:32])[C@H:28]([CH3:31])[CH2:29][CH2:30][N:25]3[C:24](=[O:34])[N:23]=2)=[CH:8][CH:7]=1, predict the reactants needed to synthesize it. The reactants are: [F:1][C:2]1[CH:3]=[C:4]([CH:14]=[CH:15][C:16]=1[C:17]([F:20])([F:19])[F:18])[O:5][C:6]1[CH:11]=[CH:10][C:9]([CH2:12][OH:13])=[CH:8][CH:7]=1.Cl[C:22]1[CH:33]=[C:26]2[N:27]([CH3:32])[C@H:28]([CH3:31])[CH2:29][CH2:30][N:25]2[C:24](=[O:34])[N:23]=1. (5) Given the product [O:17]1[CH2:18][CH2:19][O:20][CH:16]1[C:12]1[CH:11]=[C:10]([NH:1][C:2]2[CH:7]=[CH:6][CH:5]=[C:4]([CH3:8])[CH:3]=2)[CH:15]=[CH:14][CH:13]=1, predict the reactants needed to synthesize it. The reactants are: [NH2:1][C:2]1[CH:7]=[CH:6][CH:5]=[C:4]([CH3:8])[CH:3]=1.Br[C:10]1[CH:11]=[C:12]([CH:16]2[O:20][CH2:19][CH2:18][O:17]2)[CH:13]=[CH:14][CH:15]=1.CC(C)([O-])C.[Na+].C(P(C(C)(C)C)C(C)(C)C)(C)(C)C. (6) Given the product [I:21][C:10]1[S:11][C:12]2[NH:13][CH:14]=[C:15]([C:19]#[N:20])[C:16](=[O:18])[C:17]=2[C:9]=1[CH:6]([CH3:8])[CH3:7], predict the reactants needed to synthesize it. The reactants are: C([O-])(=O)C.[Na+].[CH:6]([C:9]1[C:17]2[C:16](=[O:18])[C:15]([C:19]#[N:20])=[CH:14][NH:13][C:12]=2[S:11][CH:10]=1)([CH3:8])[CH3:7].[I:21]Cl.S(S([O-])=O)([O-])(=O)=O.[Na+].[Na+].